Dataset: Forward reaction prediction with 1.9M reactions from USPTO patents (1976-2016). Task: Predict the product of the given reaction. (1) Given the reactants [CH3:1][O:2][C:3](=[O:22])[CH2:4][C:5]([NH:7][O:8][C@H:9]1[C@H:14]([O:15][CH3:16])[C@H:13]([O:17][CH3:18])[C@@H:12]([O:19][CH3:20])[C@H:11]([CH3:21])[O:10]1)=[O:6].[H-].[Na+].Br[CH2:26][C:27]1[CH:32]=[CH:31][C:30]([C:33]2[N:37]=[CH:36][N:35]([C:38]3[CH:43]=[CH:42][C:41]([O:44][C:45]([F:48])([F:47])[F:46])=[CH:40][CH:39]=3)[N:34]=2)=[CH:29][CH:28]=1, predict the reaction product. The product is: [CH3:1][O:2][C:3](=[O:22])[CH2:4][C:5]([N:7]([CH2:26][C:27]1[CH:32]=[CH:31][C:30]([C:33]2[N:37]=[CH:36][N:35]([C:38]3[CH:43]=[CH:42][C:41]([O:44][C:45]([F:47])([F:46])[F:48])=[CH:40][CH:39]=3)[N:34]=2)=[CH:29][CH:28]=1)[O:8][C@H:9]1[C@H:14]([O:15][CH3:16])[C@H:13]([O:17][CH3:18])[C@@H:12]([O:19][CH3:20])[C@H:11]([CH3:21])[O:10]1)=[O:6]. (2) Given the reactants [F:1][C:2]1[CH:3]=[CH:4][C:5]([O:25][CH3:26])=[C:6]([C@H:8]2[CH2:12][CH2:11][CH2:10][N:9]2[C:13]2[CH:18]=[CH:17][N:16]3[N:19]=[CH:20][C:21]([C:22](O)=[O:23])=[C:15]3[N:14]=2)[CH:7]=1.[O:27]1[CH2:32][CH2:31][N:30]([CH2:33][CH2:34][NH2:35])[CH2:29][CH2:28]1, predict the reaction product. The product is: [F:1][C:2]1[CH:3]=[CH:4][C:5]([O:25][CH3:26])=[C:6]([C@H:8]2[CH2:12][CH2:11][CH2:10][N:9]2[C:13]2[CH:18]=[CH:17][N:16]3[N:19]=[CH:20][C:21]([C:22]([NH:35][CH2:34][CH2:33][N:30]4[CH2:31][CH2:32][O:27][CH2:28][CH2:29]4)=[O:23])=[C:15]3[N:14]=2)[CH:7]=1. (3) Given the reactants Br[C:2]1[CH:3]=[C:4]([C:8]2[NH:12][N:11]=[CH:10][CH:9]=2)[CH:5]=[CH:6][CH:7]=1.C1(N)CCCCC1N.[NH:21]1[C:25]2=[N:26][CH:27]=[N:28][C:29]([NH2:30])=[C:24]2[CH:23]=[N:22]1.P([O-])([O-])([O-])=O.[K+].[K+].[K+], predict the reaction product. The product is: [N:11]1[NH:12][C:8]([C:4]2[CH:3]=[C:2]([N:21]3[C:25]4=[N:26][CH:27]=[N:28][C:29]([NH2:30])=[C:24]4[CH:23]=[N:22]3)[CH:7]=[CH:6][CH:5]=2)=[CH:9][CH:10]=1. (4) Given the reactants [CH:1]1([NH2:12])[C:10]2[C:5](=[CH:6][CH:7]=[C:8]([NH2:11])[CH:9]=2)[CH2:4][CH2:3][CH2:2]1.C(N(CC)CC)C.[C:20](O[C:20]([O:22][C:23]([CH3:26])([CH3:25])[CH3:24])=[O:21])([O:22][C:23]([CH3:26])([CH3:25])[CH3:24])=[O:21], predict the reaction product. The product is: [C:23]([O:22][C:20](=[O:21])[NH:12][CH:1]1[C:10]2[C:5](=[CH:6][CH:7]=[C:8]([NH2:11])[CH:9]=2)[CH2:4][CH2:3][CH2:2]1)([CH3:26])([CH3:25])[CH3:24]. (5) Given the reactants COC(C1C=C(NS(C2C=CC(C)=CC=2)(=O)=O)C2C(=C(OCC3C=CC=CC=3)C=CC=2)N=1)=O.[CH3:34][O:35][C:36]([C:38]1[CH:47]=[C:46]([C:48]#[C:49][CH2:50][CH2:51][CH2:52][CH3:53])[C:45]2[C:40](=[C:41]([NH2:54])[CH:42]=[CH:43][CH:44]=2)[N:39]=1)=[O:37], predict the reaction product. The product is: [CH3:34][O:35][C:36]([C:38]1[CH:47]=[C:46]([CH2:48][CH2:49][CH2:50][CH2:51][CH2:52][CH3:53])[C:45]2[C:40](=[C:41]([NH2:54])[CH:42]=[CH:43][CH:44]=2)[N:39]=1)=[O:37]. (6) Given the reactants [CH2:1](OC(=O)[C@H](CCC)NC(=O)[C@@H]1CCCN1C(=O)CNC(O[CH2:1][C:2]1[CH:7]=CC=C[CH:3]=1)=O)[C:2]1[CH:7]=CC=C[CH:3]=1.C([N:44]([C:56]([O:58][CH2:59][C:60]1[CH:65]=[CH:64][CH:63]=[CH:62][CH:61]=1)=[O:57])[CH2:45][C:46]([N:48]1[CH2:55][CH2:54][CH2:53][C@H:49]1[C:50]([OH:52])=[O:51])=[O:47])C1C=CC=CC=1.CN(C)C=[O:69].C(N(CC)CC)C, predict the reaction product. The product is: [C:2]([N:44]([C:56]([O:58][CH2:59][C:60]1[CH:65]=[CH:64][CH:63]=[CH:62][CH:61]=1)=[O:57])[CH2:45][C:46]([N:48]1[C:55](=[O:69])[CH2:54][CH2:53][C@H:49]1[C:50]([OH:52])=[O:51])=[O:47])([CH3:7])([CH3:3])[CH3:1]. (7) Given the reactants [S:1]1[CH:5]=[CH:4][C:3]2[C:6](=[O:14])[C:7]3[S:8][CH:9]=[CH:10][C:11]=3[C:12](=[O:13])[C:2]1=2.[OH-].[Na+].[CH2:17]([CH:25](OS(C1C=CC(C)=CC=1)(=O)=O)[CH2:26][CH2:27][CH2:28][CH2:29][CH2:30][CH2:31][CH2:32][CH3:33])[CH2:18][CH2:19][CH2:20][CH2:21][CH2:22][CH2:23][CH3:24], predict the reaction product. The product is: [CH2:17]([CH:25]([O:14][C:6]1[C:7]2[S:8][CH:9]=[CH:10][C:11]=2[C:12]([O:13][CH:25]([CH2:17][CH2:18][CH2:19][CH2:20][CH2:21][CH2:22][CH2:23][CH3:24])[CH2:26][CH2:27][CH2:28][CH2:29][CH2:30][CH2:31][CH2:32][CH3:33])=[C:2]2[S:1][CH:5]=[CH:4][C:3]=12)[CH2:26][CH2:27][CH2:28][CH2:29][CH2:30][CH2:31][CH2:32][CH3:33])[CH2:18][CH2:19][CH2:20][CH2:21][CH2:22][CH2:23][CH3:24].